This data is from Merck oncology drug combination screen with 23,052 pairs across 39 cell lines. The task is: Regression. Given two drug SMILES strings and cell line genomic features, predict the synergy score measuring deviation from expected non-interaction effect. (1) Drug 1: O=C(NOCC(O)CO)c1ccc(F)c(F)c1Nc1ccc(I)cc1F. Drug 2: CC1(c2nc3c(C(N)=O)cccc3[nH]2)CCCN1. Cell line: PA1. Synergy scores: synergy=10.6. (2) Drug 1: CC1(c2nc3c(C(N)=O)cccc3[nH]2)CCCN1. Drug 2: Cn1cc(-c2cnn3c(N)c(Br)c(C4CCCNC4)nc23)cn1. Cell line: A375. Synergy scores: synergy=1.39.